The task is: Predict the product of the given reaction.. This data is from Forward reaction prediction with 1.9M reactions from USPTO patents (1976-2016). (1) Given the reactants [ClH:1].[N:2]1([CH2:8][CH2:9][NH:10][C:11]([C:13]2[CH:14]=[C:15]([C:19]3[CH:24]=[CH:23][CH:22]=[C:21]([CH2:25][C@H:26]([NH:41][C:42]([C@H:44]4[CH2:49][CH2:48][C@H:47]([CH2:50][NH:51]C(=O)OC(C)(C)C)[CH2:46][CH2:45]4)=[O:43])[C:27](=[O:40])[NH:28][C:29]4[CH:34]=[CH:33][C:32]([C:35]5[NH:39][N:38]=[N:37][N:36]=5)=[CH:31][CH:30]=4)[CH:20]=3)[CH:16]=[CH:17][CH:18]=2)=[O:12])[CH2:7][CH2:6][O:5][CH2:4][CH2:3]1.C(#N)C, predict the reaction product. The product is: [ClH:1].[NH2:51][CH2:50][C@H:47]1[CH2:46][CH2:45][C@H:44]([C:42]([NH:41][C@H:26]([C:27](=[O:40])[NH:28][C:29]2[CH:30]=[CH:31][C:32]([C:35]3[NH:39][N:38]=[N:37][N:36]=3)=[CH:33][CH:34]=2)[CH2:25][C:21]2[CH:20]=[C:19]([C:15]3[CH:16]=[CH:17][CH:18]=[C:13]([C:11]([NH:10][CH2:9][CH2:8][N:2]4[CH2:3][CH2:4][O:5][CH2:6][CH2:7]4)=[O:12])[CH:14]=3)[CH:24]=[CH:23][CH:22]=2)=[O:43])[CH2:49][CH2:48]1. (2) Given the reactants C[O:2][C:3](=[O:19])[C:4]1[CH:9]=[CH:8][CH:7]=[C:6]([CH2:10][O:11][C:12]2[CH:17]=[CH:16][C:15](I)=[CH:14][CH:13]=2)[CH:5]=1.[C:20]([NH:23][C:24]1[CH:25]=[C:26](B(O)O)[CH:27]=[CH:28][CH:29]=1)(=[O:22])[CH3:21], predict the reaction product. The product is: [C:20]([NH:23][C:24]1[CH:29]=[C:28]([C:15]2[CH:16]=[CH:17][C:12]([O:11][CH2:10][C:6]3[CH:5]=[C:4]([CH:9]=[CH:8][CH:7]=3)[C:3]([OH:2])=[O:19])=[CH:13][CH:14]=2)[CH:27]=[CH:26][CH:25]=1)(=[O:22])[CH3:21]. (3) Given the reactants B(Br)(Br)Br.[CH:5]1([N:10]2[C:14](=[O:15])[C:13]3[CH:16]=[CH:17][C:18]([O:20]C)=[CH:19][C:12]=3[S:11]2)[CH2:9][CH2:8][CH2:7][CH2:6]1, predict the reaction product. The product is: [CH:5]1([N:10]2[C:14](=[O:15])[C:13]3[CH:16]=[CH:17][C:18]([OH:20])=[CH:19][C:12]=3[S:11]2)[CH2:6][CH2:7][CH2:8][CH2:9]1. (4) The product is: [OH:64][CH2:63][C@H:62]([NH:61][C:20]([C:19]1[CH:23]=[CH:24][C:25]([CH3:26])=[C:17]([NH:16][C:14]([C:8]2[C:9](=[O:13])[NH:10][C:11]3[C:6]([CH:7]=2)=[CH:5][C:4]([O:27][CH3:28])=[C:3]([O:2][CH3:1])[CH:12]=3)=[O:15])[CH:18]=1)=[O:21])[CH2:65][CH:66]([CH3:68])[CH3:67]. Given the reactants [CH3:1][O:2][C:3]1[CH:12]=[C:11]2[C:6]([CH:7]=[C:8]([C:14]([NH:16][C:17]3[CH:18]=[C:19]([CH:23]=[CH:24][C:25]=3[CH3:26])[C:20](O)=[O:21])=[O:15])[C:9](=[O:13])[NH:10]2)=[CH:5][C:4]=1[O:27][CH2:28]COC.CN(C=O)C.CN(C(ON1N=NC2C=CC=NC1=2)=[N+](C)C)C.F[P-](F)(F)(F)(F)F.[NH2:61][C@H:62]([CH2:65][CH:66]([CH3:68])[CH3:67])[CH2:63][OH:64], predict the reaction product. (5) Given the reactants [N:1]12[CH2:8][CH2:7][C:4]([C:9]([C:17]3[CH:22]=[CH:21][CH:20]=[CH:19][CH:18]=3)([C:11]3[CH:16]=[CH:15][CH:14]=[CH:13][CH:12]=3)[OH:10])([CH2:5][CH2:6]1)[CH2:3][CH2:2]2.[Br:23][CH2:24][CH2:25][O:26][CH2:27][C:28]1[CH:33]=[CH:32][CH:31]=[C:30]([O:34][CH3:35])[CH:29]=1, predict the reaction product. The product is: [Br-:23].[OH:10][C:9]([C:17]1[CH:22]=[CH:21][CH:20]=[CH:19][CH:18]=1)([C:11]1[CH:12]=[CH:13][CH:14]=[CH:15][CH:16]=1)[C:4]12[CH2:5][CH2:6][N+:1]([CH2:24][CH2:25][O:26][CH2:27][C:28]3[CH:33]=[CH:32][CH:31]=[C:30]([O:34][CH3:35])[CH:29]=3)([CH2:2][CH2:3]1)[CH2:8][CH2:7]2.